From a dataset of Full USPTO retrosynthesis dataset with 1.9M reactions from patents (1976-2016). Predict the reactants needed to synthesize the given product. (1) Given the product [C:1]([CH2:3][NH:4][C:5]([C@@H:7]1[CH2:12][CH2:11][CH2:10][CH2:9][C@@H:8]1[NH:13][C:14]([C:16]1[NH:17][C:18]2[C:23]([CH:24]=1)=[CH:22][CH:21]=[CH:20][C:19]=2[C:25](=[N:34][NH:35][C:36](=[O:37])[NH2:38])[CH3:26])=[O:15])=[O:6])#[N:2], predict the reactants needed to synthesize it. The reactants are: [C:1]([CH2:3][NH:4][C:5]([C@@H:7]1[CH2:12][CH2:11][CH2:10][CH2:9][C@@H:8]1[NH:13][C:14]([C:16]1[NH:17][C:18]2[C:23]([CH:24]=1)=[CH:22][CH:21]=[CH:20][C:19]=2[C:25](=O)[CH3:26])=[O:15])=[O:6])#[N:2].C([O-])(=O)C.[K+].Cl.[NH2:34][NH:35][C:36]([NH2:38])=[O:37]. (2) Given the product [CH2:1]([O:3][C:4](=[O:16])[CH2:5][O:6][C:7]1[CH:12]=[C:11]([Cl:13])[CH:10]=[CH:9][C:8]=1[CH:14]=[O:15])[CH3:2], predict the reactants needed to synthesize it. The reactants are: [CH2:1]([O:3][C:4](=[O:16])[CH2:5][O:6][C:7]1[CH:12]=[C:11]([Cl:13])[CH:10]=[CH:9][C:8]=1[CH2:14][OH:15])[CH3:2]. (3) Given the product [Br:1][C:2]1[CH:7]=[CH:6][C:5]([F:8])=[C:4]([CH:9]([O:12][C:13]2[N:18]=[CH:17][C:16]3[C@@H:19]4[C@@H:22]([C:23]([O:25][CH2:26][CH3:27])=[O:24])[C@@H:20]4[CH2:21][C:15]=3[CH:14]=2)[CH3:10])[CH:3]=1, predict the reactants needed to synthesize it. The reactants are: [Br:1][C:2]1[CH:7]=[CH:6][C:5]([F:8])=[C:4]([CH:9](Br)[CH3:10])[CH:3]=1.[OH:12][C:13]1[N:18]=[CH:17][C:16]2[CH:19]3[CH:22]([C:23]([O:25][CH2:26][CH3:27])=[O:24])[CH:20]3[CH2:21][C:15]=2[CH:14]=1. (4) Given the product [NH2:1][C@H:4]1[CH2:9][CH2:8][C@H:7]([C:10]2[CH:11]=[C:12]([CH:18]=[CH:19][CH:20]=2)[C:13]([O:15][CH2:16][CH3:17])=[O:14])[CH2:6][CH2:5]1, predict the reactants needed to synthesize it. The reactants are: [N:1]([C@H:4]1[CH2:9][CH2:8][C@H:7]([C:10]2[CH:11]=[C:12]([CH:18]=[CH:19][CH:20]=2)[C:13]([O:15][CH2:16][CH3:17])=[O:14])[CH2:6][CH2:5]1)=[N+]=[N-].C(O)(=O)C. (5) The reactants are: P([O:13][CH2:14][CH2:15][N:16]([CH2:20][CH2:21][CH2:22][O:23][C:24]1[CH:33]=[C:32]2[C:27]([C:28]([NH:34][C:35]3[CH:39]=[C:38]([CH2:40][C:41]([NH:43][C:44]4[CH:49]=[CH:48][CH:47]=[C:46]([F:50])[C:45]=4[F:51])=[O:42])[NH:37][N:36]=3)=[N:29][CH:30]=[N:31]2)=[CH:26][CH:25]=1)[CH2:17][CH2:18][CH3:19])(OC(C)(C)C)(OC(C)(C)C)=O.C(NCCO)CC. Given the product [F:51][C:45]1[C:46]([F:50])=[CH:47][CH:48]=[CH:49][C:44]=1[NH:43][C:41](=[O:42])[CH2:40][C:38]1[NH:37][N:36]=[C:35]([NH:34][C:28]2[C:27]3[C:32](=[CH:33][C:24]([O:23][CH2:22][CH2:21][CH2:20][N:16]([CH2:15][CH2:14][OH:13])[CH2:17][CH2:18][CH3:19])=[CH:25][CH:26]=3)[N:31]=[CH:30][N:29]=2)[CH:39]=1, predict the reactants needed to synthesize it. (6) Given the product [F:4][C:3]([F:6])([F:5])[C:1]([OH:7])=[O:2].[F:4][C:3]([F:6])([F:5])[C:1]([OH:7])=[O:2].[NH2:37][C@H:33]1[CH2:34][CH2:35][CH2:36][N:31]([C:30]2[CH:29]=[CH:28][N:27]=[CH:26][C:25]=2[NH:24][C:21]2[N:19]3[N:20]=[C:15]([C:10]4[CH:11]=[CH:12][CH:13]=[CH:14][C:9]=4[F:8])[CH:16]=[CH:17][C:18]3=[CH:23][N:22]=2)[CH2:32]1, predict the reactants needed to synthesize it. The reactants are: [C:1]([OH:7])([C:3]([F:6])([F:5])[F:4])=[O:2].[F:8][C:9]1[CH:14]=[CH:13][CH:12]=[CH:11][C:10]=1[C:15]1[CH:16]=[CH:17][C:18]2[N:19]([C:21]([NH:24][C:25]3[CH:26]=[N:27][CH:28]=[CH:29][C:30]=3[N:31]3[CH2:36][CH2:35][CH2:34][C@H:33]([NH:37]C(=O)OC(C)(C)C)[CH2:32]3)=[N:22][CH:23]=2)[N:20]=1. (7) Given the product [CH2:41]([C:33]1[N:32]([C:21]2[N:20]=[C:19]3[C:24]([N:25]=[C:17]([C:14]([CH:11]4[CH2:12][CH2:13][NH:8][CH2:9][CH2:10]4)([OH:16])[CH3:15])[N:18]3[CH3:43])=[C:23]([N:26]3[CH2:31][CH2:30][O:29][CH2:28][CH2:27]3)[N:22]=2)[C:36]2[CH:37]=[CH:38][CH:39]=[CH:40][C:35]=2[N:34]=1)[CH3:42], predict the reactants needed to synthesize it. The reactants are: C(OC([N:8]1[CH2:13][CH2:12][CH:11]([C:14]([C:17]2[N:18]([CH3:43])[C:19]3[C:24]([N:25]=2)=[C:23]([N:26]2[CH2:31][CH2:30][O:29][CH2:28][CH2:27]2)[N:22]=[C:21]([N:32]2[C:36]4[CH:37]=[CH:38][CH:39]=[CH:40][C:35]=4[N:34]=[C:33]2[CH2:41][CH3:42])[N:20]=3)([OH:16])[CH3:15])[CH2:10][CH2:9]1)=O)(C)(C)C.C(O)(C(F)(F)F)=O. (8) Given the product [CH:17]1([N:16]2[C:15]3[C:14]4[CH:13]=[CH:12][CH:11]=[C:10]([O:22][CH3:23])[C:9]=4[N:8]=[CH:7][C:6]=3[C:4](=[O:5])[N:33]([C:30]3[CH:31]=[CH:32][C:27]([O:26][CH:25]([F:24])[F:36])=[CH:28][CH:29]=3)[C:34]2=[O:35])[CH2:18][CH2:19][CH2:20][CH2:21]1, predict the reactants needed to synthesize it. The reactants are: C(O[C:4]([C:6]1[CH:7]=[N:8][C:9]2[C:14]([C:15]=1[NH:16][CH:17]1[CH2:21][CH2:20][CH2:19][CH2:18]1)=[CH:13][CH:12]=[CH:11][C:10]=2[O:22][CH3:23])=[O:5])C.[F:24][CH:25]([F:36])[O:26][C:27]1[CH:32]=[CH:31][C:30]([N:33]=[C:34]=[O:35])=[CH:29][CH:28]=1. (9) The reactants are: [Br:1][C:2]1[CH:7]=[C:6]([N+:8]([O-:10])=[O:9])[C:5]([OH:11])=[C:4]([CH3:12])[CH:3]=1.C(=O)([O-])[O-].[K+].[K+].Br[CH2:20][C:21]([O:23][CH3:24])=[O:22].Cl. Given the product [Br:1][C:2]1[CH:7]=[C:6]([N+:8]([O-:10])=[O:9])[C:5]([O:11][CH2:20][C:21]([O:23][CH3:24])=[O:22])=[C:4]([CH3:12])[CH:3]=1, predict the reactants needed to synthesize it. (10) Given the product [Cl:15][C:16]1[CH:21]=[CH:20][C:19]([N+:22]([O-:24])=[O:23])=[CH:18][C:17]=1[O:14][CH2:13][C@@H:9]1[CH2:10][CH2:11][CH2:12][N:8]1[C:6]([O:5][C:1]([CH3:4])([CH3:3])[CH3:2])=[O:7], predict the reactants needed to synthesize it. The reactants are: [C:1]([O:5][C:6]([N:8]1[CH2:12][CH2:11][CH2:10][C@H:9]1[CH2:13][OH:14])=[O:7])([CH3:4])([CH3:3])[CH3:2].[Cl:15][C:16]1[CH:21]=[CH:20][C:19]([N+:22]([O-:24])=[O:23])=[CH:18][C:17]=1O.